This data is from Reaction yield outcomes from USPTO patents with 853,638 reactions. The task is: Predict the reaction yield, written as a fraction of the theoretical maximum amount of product (1.0 means a 100% yield; for example, 0.34 means a 34% yield). (1) The reactants are [NH2:1][C:2]1[CH:3]=[C:4]2[C:9](=[CH:10][CH:11]=1)[N:8]=[C:7]([C:12]1[CH:17]=[CH:16][C:15]3[O:18][CH2:19][O:20][C:14]=3[CH:13]=1)[N:6]=[CH:5]2.[C:21](=[NH:35])(SCC1C=CC2C(=CC=CC=2)C=1)[CH3:22]. The catalyst is C(O)C. The product is [O:18]1[C:15]2[CH:16]=[CH:17][C:12]([C:7]3[N:6]=[CH:5][C:4]4[C:9](=[CH:10][CH:11]=[C:2]([NH:1][C:21](=[NH:35])[CH3:22])[CH:3]=4)[N:8]=3)=[CH:13][C:14]=2[O:20][CH2:19]1. The yield is 0.420. (2) The reactants are [Br:1][C:2]1[CH:3]=[C:4]([N:12]([CH2:19][CH3:20])[CH:13]2[CH2:18][CH2:17][O:16][CH2:15][CH2:14]2)[C:5]([CH3:11])=[C:6]([CH:10]=1)[C:7]([OH:9])=O.[NH2:21][CH2:22][C:23]1[C:24](=[O:33])[NH:25][C:26]([CH3:32])=[CH:27][C:28]=1[CH:29]([CH3:31])[CH3:30].C(N(CC)CC)C.C1CN([P+](ON2N=NC3C=CC=CC2=3)(N2CCCC2)N2CCCC2)CC1.F[P-](F)(F)(F)(F)F. The catalyst is CS(C)=O. The product is [Br:1][C:2]1[CH:3]=[C:4]([N:12]([CH2:19][CH3:20])[CH:13]2[CH2:18][CH2:17][O:16][CH2:15][CH2:14]2)[C:5]([CH3:11])=[C:6]([CH:10]=1)[C:7]([NH:21][CH2:22][C:23]1[C:24](=[O:33])[NH:25][C:26]([CH3:32])=[CH:27][C:28]=1[CH:29]([CH3:30])[CH3:31])=[O:9]. The yield is 0.689. (3) The reactants are Br[C:2]1[CH:7]=[CH:6][C:5]([N:8]2[CH:12]=[CH:11][CH:10]=[N:9]2)=[CH:4][CH:3]=1.[B:13]1([B:13]2[O:17][C:16]([CH3:19])([CH3:18])[C:15]([CH3:21])([CH3:20])[O:14]2)[O:17][C:16]([CH3:19])([CH3:18])[C:15]([CH3:21])([CH3:20])[O:14]1.C([O-])(=O)C.[K+]. The catalyst is O1CCOCC1.CCOC(C)=O.C(=O)(O)[O-].[Na+].O.C1C=CC(P(C2C=CC=CC=2)[C-]2C=CC=C2)=CC=1.C1C=CC(P(C2C=CC=CC=2)[C-]2C=CC=C2)=CC=1.Cl[Pd]Cl.[Fe+2]. The product is [CH3:20][C:15]1([CH3:21])[C:16]([CH3:19])([CH3:18])[O:17][B:13]([C:2]2[CH:7]=[CH:6][C:5]([N:8]3[CH:12]=[CH:11][CH:10]=[N:9]3)=[CH:4][CH:3]=2)[O:14]1. The yield is 1.00.